From a dataset of Peptide-MHC class I binding affinity with 185,985 pairs from IEDB/IMGT. Regression. Given a peptide amino acid sequence and an MHC pseudo amino acid sequence, predict their binding affinity value. This is MHC class I binding data. The peptide sequence is MLVYCFLGY. The MHC is HLA-A11:01 with pseudo-sequence HLA-A11:01. The binding affinity (normalized) is 0.558.